From a dataset of NCI-60 drug combinations with 297,098 pairs across 59 cell lines. Regression. Given two drug SMILES strings and cell line genomic features, predict the synergy score measuring deviation from expected non-interaction effect. (1) Drug 1: CC1=C2C(C(=O)C3(C(CC4C(C3C(C(C2(C)C)(CC1OC(=O)C(C(C5=CC=CC=C5)NC(=O)OC(C)(C)C)O)O)OC(=O)C6=CC=CC=C6)(CO4)OC(=O)C)OC)C)OC. Drug 2: C1=NC2=C(N=C(N=C2N1C3C(C(C(O3)CO)O)F)Cl)N. Cell line: MDA-MB-231. Synergy scores: CSS=44.3, Synergy_ZIP=-4.56, Synergy_Bliss=-4.75, Synergy_Loewe=0.541, Synergy_HSA=4.41. (2) Drug 1: C1C(C(OC1N2C=C(C(=O)NC2=O)F)CO)O. Drug 2: C1CN(P(=O)(OC1)NCCCl)CCCl. Cell line: PC-3. Synergy scores: CSS=22.1, Synergy_ZIP=-5.14, Synergy_Bliss=3.02, Synergy_Loewe=-19.5, Synergy_HSA=1.19. (3) Drug 1: CC1C(C(CC(O1)OC2CC(CC3=C2C(=C4C(=C3O)C(=O)C5=C(C4=O)C(=CC=C5)OC)O)(C(=O)CO)O)N)O.Cl. Drug 2: CC(C)NC(=O)C1=CC=C(C=C1)CNNC.Cl. Cell line: CAKI-1. Synergy scores: CSS=1.70, Synergy_ZIP=-2.90, Synergy_Bliss=-1.63, Synergy_Loewe=-3.25, Synergy_HSA=-0.681.